This data is from Full USPTO retrosynthesis dataset with 1.9M reactions from patents (1976-2016). The task is: Predict the reactants needed to synthesize the given product. (1) The reactants are: Br[C:2]1[CH:3]=[CH:4][C:5]([N+:15]([O-:17])=[O:16])=[C:6]([N:8]2[CH2:13][CH2:12][CH:11]([CH3:14])[CH2:10][CH2:9]2)[CH:7]=1.[B:18]1([B:18]2[O:23][CH2:22][C:21]([CH3:25])([CH3:24])[CH2:20][O:19]2)[O:23][CH2:22][C:21]([CH3:25])([CH3:24])[CH2:20][O:19]1.C([O-])(=O)C.[K+]. Given the product [CH3:24][C:21]1([CH3:25])[CH2:22][O:23][B:18]([C:2]2[CH:3]=[CH:4][C:5]([N+:15]([O-:17])=[O:16])=[C:6]([N:8]3[CH2:13][CH2:12][CH:11]([CH3:14])[CH2:10][CH2:9]3)[CH:7]=2)[O:19][CH2:20]1, predict the reactants needed to synthesize it. (2) The reactants are: C([O:3][C:4](=[O:34])[CH2:5][CH2:6][N:7]([S:17]([C:20]1[CH:25]=[CH:24][C:23]([O:26][C:27]2[CH:32]=[CH:31][C:30]([F:33])=[CH:29][CH:28]=2)=[CH:22][CH:21]=1)(=[O:19])=[O:18])[C:8]1([C:13](=[O:16])[NH:14][OH:15])[CH2:12][CH2:11][CH2:10][CH2:9]1)C.C1(C)C=CC=CC=1.O.[OH-].[Na+]. Given the product [F:33][C:30]1[CH:29]=[CH:28][C:27]([O:26][C:23]2[CH:24]=[CH:25][C:20]([S:17]([N:7]([C:8]3([C:13](=[O:16])[NH:14][OH:15])[CH2:12][CH2:11][CH2:10][CH2:9]3)[CH2:6][CH2:5][C:4]([OH:34])=[O:3])(=[O:19])=[O:18])=[CH:21][CH:22]=2)=[CH:32][CH:31]=1, predict the reactants needed to synthesize it. (3) Given the product [NH2:1][C@@H:2]1[CH2:3][CH2:4][C@@:5]([C:11]([N:13]2[CH2:18][C@@H:17]3[CH2:19][C@H:14]2[CH2:15][N:16]3[C:20]([O:22][C:23]([CH3:26])([CH3:25])[CH3:24])=[O:21])=[O:12])([CH2:7][CH:8]([F:9])[F:10])[CH2:6]1, predict the reactants needed to synthesize it. The reactants are: [NH2:1][C@H:2]1[CH2:6][C@:5]([C:11]([N:13]2[CH2:18][C@@H:17]3[CH2:19][C@H:14]2[CH2:15][N:16]3[C:20]([O:22][C:23]([CH3:26])([CH3:25])[CH3:24])=[O:21])=[O:12])([CH2:7][CH:8]([F:10])[F:9])[CH:4]=[CH:3]1.[H][H]. (4) Given the product [S:1]1[C:5]2[CH:6]=[CH:7][CH:8]=[CH:9][C:4]=2[C:3]([C:10]2[C:11]([CH3:26])=[C:12]([C:24]#[N:25])[C:13]3[N:14]([CH:17]=[C:18]([C:20]([CH3:23])([CH3:22])[CH3:21])[N:19]=3)[C:15]=2[Cl:29])=[CH:2]1, predict the reactants needed to synthesize it. The reactants are: [S:1]1[C:5]2[CH:6]=[CH:7][CH:8]=[CH:9][C:4]=2[C:3]([C:10]2[C:15](=O)[N:14]3[CH:17]=[C:18]([C:20]([CH3:23])([CH3:22])[CH3:21])[NH:19][C:13]3=[C:12]([C:24]#[N:25])[C:11]=2[CH3:26])=[CH:2]1.P(Cl)(Cl)([Cl:29])=O. (5) Given the product [CH:64]([OH:66])=[O:65].[CH3:2][C@H:3]1[CH2:8][N:7]([C:64]([C:61]2[CH:62]=[N:63][C:58]([CH3:57])=[CH:59][CH:60]=2)=[O:65])[CH2:6][CH2:5][N:4]1[S:9]([C:12]1[CH:13]=[CH:14][C:15]([C:18]([F:21])([F:19])[F:20])=[CH:16][CH:17]=1)(=[O:11])=[O:10], predict the reactants needed to synthesize it. The reactants are: Cl.[CH3:2][C@H:3]1[CH2:8][NH:7][CH2:6][CH2:5][N:4]1[S:9]([C:12]1[CH:17]=[CH:16][C:15]([C:18]([F:21])([F:20])[F:19])=[CH:14][CH:13]=1)(=[O:11])=[O:10].C1C=CC2N(O)N=NC=2C=1.O.CN(C(ON1N=NC2C=CC=CC1=2)=[N+](C)C)C.F[P-](F)(F)(F)(F)F.[CH3:57][C:58]1[N:63]=[CH:62][C:61]([C:64]([OH:66])=[O:65])=[CH:60][CH:59]=1.CCN(C(C)C)C(C)C. (6) Given the product [CH3:33][NH:34][C:35]([C:36]#[C:37][C:2]1[CH:7]=[CH:6][C:5]([C:8]([C:26]2[CH:27]=[CH:28][C:29]([C:37]#[C:36][C:35](=[O:38])[NH:34][CH3:33])=[CH:30][CH:31]=2)=[CH:9][CH2:10][S:11][C:12]2[CH:24]=[CH:23][C:15]([O:16][CH2:17][C:18]([O:20][CH2:21][CH3:22])=[O:19])=[C:14]([CH3:25])[CH:13]=2)=[CH:4][CH:3]=1)=[O:38], predict the reactants needed to synthesize it. The reactants are: I[C:2]1[CH:7]=[CH:6][C:5]([C:8]([C:26]2[CH:31]=[CH:30][C:29](I)=[CH:28][CH:27]=2)=[CH:9][CH2:10][S:11][C:12]2[CH:24]=[CH:23][C:15]([O:16][CH2:17][C:18]([O:20][CH2:21][CH3:22])=[O:19])=[C:14]([CH3:25])[CH:13]=2)=[CH:4][CH:3]=1.[CH3:33][NH:34][C:35](=[O:38])[C:36]#[CH:37]. (7) Given the product [CH:2]1([C:5](=[O:7])[CH2:6][C:8](=[O:14])[C:9]([O:11][CH2:12][CH3:13])=[O:10])[CH2:4][CH2:3]1, predict the reactants needed to synthesize it. The reactants are: [Na].[CH:2]1([C:5](=[O:7])[CH3:6])[CH2:4][CH2:3]1.[C:8](OCC)(=[O:14])[C:9]([O:11][CH2:12][CH3:13])=[O:10].Cl.